Predict the reaction yield, written as a fraction of the theoretical maximum amount of product (1.0 means a 100% yield; for example, 0.34 means a 34% yield). From a dataset of Reaction yield outcomes from USPTO patents with 853,638 reactions. (1) The product is [CH3:45][C:41]1[CH:42]=[C:43]2[C:38](=[CH:39][CH:40]=1)[NH:37][C:36]1[N:35]=[CH:34][CH:33]=[C:32]([C:58]3[CH:57]=[C:56]([CH:55]=[CH:54][CH:59]=3)[CH2:21][CH2:22][NH:23][C:24](=[O:30])[O:25][C:26]([CH3:29])([CH3:28])[CH3:27])[C:44]2=1. The reactants are N1C2NC3C(C=2C(C2C=C(N[CH2:21][CH2:22][NH:23][C:24](=[O:30])[O:25][C:26]([CH3:29])([CH3:28])[CH3:27])C=CC=2)=CC=1)=CC=CC=3.Br[C:32]1[C:44]2[C:43]3[C:38](=[CH:39][CH:40]=[C:41]([CH3:45])[CH:42]=3)[NH:37][C:36]=2[N:35]=[CH:34][CH:33]=1.CC1(C)C(C)(C)OB([C:54]2[CH:55]=[C:56](NCCNC(=O)OC(C)(C)C)[CH:57]=[CH:58][CH:59]=2)O1.C(=O)([O-])[O-].[Na+].[Na+]. The yield is 0.490. The catalyst is C1C=CC([P]([Pd]([P](C2C=CC=CC=2)(C2C=CC=CC=2)C2C=CC=CC=2)([P](C2C=CC=CC=2)(C2C=CC=CC=2)C2C=CC=CC=2)[P](C2C=CC=CC=2)(C2C=CC=CC=2)C2C=CC=CC=2)(C2C=CC=CC=2)C2C=CC=CC=2)=CC=1.O1CCOCC1. (2) The reactants are NC1C=CC=CC=1.C(O)(=O)C.[C:12]12([C:22]3[CH:23]=[C:24]([C:30]4[CH:31]=[C:32]([CH:35]=[CH:36][CH:37]=4)[CH:33]=O)[CH:25]=[C:26]([F:29])[C:27]=3[OH:28])[CH2:21][CH:16]3[CH2:17][CH:18]([CH2:20][CH:14]([CH2:15]3)[CH2:13]1)[CH2:19]2.[S:38]1[CH2:44][C:42](=[O:43])[NH:41][C:39]1=[S:40]. The catalyst is C1(C)C=CC=CC=1. The product is [C:12]12([C:22]3[CH:23]=[C:24]([C:30]4[CH:37]=[CH:36][CH:35]=[C:32]([CH:33]=[C:44]5[S:38][C:39](=[S:40])[NH:41][C:42]5=[O:43])[CH:31]=4)[CH:25]=[C:26]([F:29])[C:27]=3[OH:28])[CH2:21][CH:16]3[CH2:15][CH:14]([CH2:20][CH:18]([CH2:17]3)[CH2:19]1)[CH2:13]2. The yield is 0.890. (3) The reactants are [CH3:1][C:2]1[CH:11]=[CH:10][C:9]2[CH2:8][CH2:7][CH2:6][NH:5][C:4]=2[N:3]=1.[C:12](O[C:12]([O:14][C:15]([CH3:18])([CH3:17])[CH3:16])=[O:13])([O:14][C:15]([CH3:18])([CH3:17])[CH3:16])=[O:13].C(N(CC)CC)C. The catalyst is C(Cl)Cl.CN(C1C=CN=CC=1)C. The product is [CH3:1][C:2]1[CH:11]=[CH:10][C:9]2[CH2:8][CH2:7][CH2:6][N:5]([C:12]([O:14][C:15]([CH3:18])([CH3:17])[CH3:16])=[O:13])[C:4]=2[N:3]=1. The yield is 0.690. (4) The yield is 0.460. The product is [C:1]([O:5][C:6]([NH:8][C@@H:9]1[CH2:14][CH2:13][CH2:12][N:11]([C:15]2[C:20]([CH2:21][CH3:22])=[CH:19][N:18]=[C:17]3[N:23]([C:32]([O:34][C:35]([CH3:36])([CH3:38])[CH3:37])=[O:33])[CH:24]=[C:25]([NH:26][C:27]([CH:29]4[CH2:31][CH2:30]4)=[O:28])[C:16]=23)[CH2:10]1)=[O:7])([CH3:4])([CH3:2])[CH3:3]. The catalyst is C(O)C.[Pd]. The reactants are [C:1]([O:5][C:6]([NH:8][C@@H:9]1[CH2:14][CH2:13][CH2:12][N:11]([C:15]2[C:20]([CH:21]=[CH2:22])=[CH:19][N:18]=[C:17]3[N:23]([C:32]([O:34][C:35]([CH3:38])([CH3:37])[CH3:36])=[O:33])[CH:24]=[C:25]([NH:26][C:27]([CH:29]4[CH2:31][CH2:30]4)=[O:28])[C:16]=23)[CH2:10]1)=[O:7])([CH3:4])([CH3:3])[CH3:2].CC#N.O.